This data is from Full USPTO retrosynthesis dataset with 1.9M reactions from patents (1976-2016). The task is: Predict the reactants needed to synthesize the given product. (1) The reactants are: [H-].[Na+].[CH:3]([C:6]1[CH:11]=[CH:10][C:9]([OH:12])=[CH:8][CH:7]=1)([CH3:5])[CH3:4].Cl[CH:14]([C:20]([O:22][CH2:23][CH3:24])=[O:21])[C:15]([O:17][CH2:18][CH3:19])=[O:16].C(OCC)(=O)C. Given the product [CH:3]([C:6]1[CH:11]=[CH:10][C:9]([O:12][CH:14]([C:15]([O:17][CH2:18][CH3:19])=[O:16])[C:20]([O:22][CH2:23][CH3:24])=[O:21])=[CH:8][CH:7]=1)([CH3:5])[CH3:4], predict the reactants needed to synthesize it. (2) Given the product [OH:1][C:2]1[CH:7]=[C:6]([CH3:8])[O:5][C:4](=[O:9])[C:3]=1[C:10](=[O:16])[CH2:11][CH2:12][CH:13]([CH3:14])[CH3:15], predict the reactants needed to synthesize it. The reactants are: [OH:1][C:2]1[CH:7]=[C:6]([CH3:8])[O:5][C:4](=[O:9])[C:3]=1[C:10](=[O:16])[CH:11]=[CH:12][CH:13]([CH3:15])[CH3:14].[H][H].CCCCCC.C(OCC)(=O)C. (3) Given the product [CH3:14][C:12]1[CH:11]=[C:10]([CH3:15])[C:9]2[N:5]([CH2:4][C:3]([O:2][CH3:1])=[O:21])[C:6](=[O:20])[N:7]([CH2:16][C:17](=[O:19])[NH:22][C:23]3[CH:24]=[C:25]4[CH2:40][C:30]5([C:38]6[C:33](=[N:34][CH:35]=[CH:36][CH:37]=6)[NH:32][C:31]5=[O:39])[CH2:29][C:26]4=[N:27][CH:28]=3)[C:8]=2[CH:13]=1, predict the reactants needed to synthesize it. The reactants are: [CH3:1][O:2][C:3](=[O:21])[CH2:4][N:5]1[C:9]2[C:10]([CH3:15])=[CH:11][C:12]([CH3:14])=[CH:13][C:8]=2[N:7]([CH2:16][C:17]([OH:19])=O)[C:6]1=[O:20].[NH2:22][C:23]1[CH:24]=[C:25]2[CH2:40][C:30]3([C:38]4[C:33](=[N:34][CH:35]=[CH:36][CH:37]=4)[NH:32][C:31]3=[O:39])[CH2:29][C:26]2=[N:27][CH:28]=1.C1CN(C(Cl)=[N+]2CCCC2)CC1.F[P-](F)(F)(F)(F)F.C(N(CC)C(C)C)(C)C. (4) Given the product [CH2:1]([O:8][C:9]1[CH:18]=[C:17]2[C:12]([CH2:13][CH2:14][CH2:15][CH:16]2[C:19]([N:30]([CH2:29][C:27]2[CH:26]=[N:25][N:24]([CH2:22][CH3:23])[CH:28]=2)[C:31]2[CH:32]=[CH:33][C:34]([CH:37]([CH3:38])[CH3:39])=[CH:35][CH:36]=2)=[O:20])=[CH:11][CH:10]=1)[C:2]1[CH:3]=[CH:4][CH:5]=[CH:6][CH:7]=1, predict the reactants needed to synthesize it. The reactants are: [CH2:1]([O:8][C:9]1[CH:18]=[C:17]2[C:12]([CH2:13][CH2:14][CH2:15][CH:16]2[C:19](O)=[O:20])=[CH:11][CH:10]=1)[C:2]1[CH:7]=[CH:6][CH:5]=[CH:4][CH:3]=1.[CH2:22]([N:24]1[CH:28]=[C:27]([CH2:29][NH:30][C:31]2[CH:36]=[CH:35][C:34]([CH:37]([CH3:39])[CH3:38])=[CH:33][CH:32]=2)[CH:26]=[N:25]1)[CH3:23]. (5) Given the product [CH2:25]([N:16]1[CH2:15][C:14]([NH:13][C:11]([O:10][C:6]([CH3:9])([CH3:7])[CH3:8])=[O:12])([CH3:22])[C:18]2([CH2:19][CH2:20]2)[C:17]1=[O:21])[C:26]1[CH:31]=[CH:30][CH:29]=[CH:28][CH:27]=1, predict the reactants needed to synthesize it. The reactants are: CN(C)C=O.[C:6]([O:10][C:11]([NH:13][C:14]1([CH3:22])[C:18]2([CH2:20][CH2:19]2)[C:17](=[O:21])[NH:16][CH2:15]1)=[O:12])([CH3:9])([CH3:8])[CH3:7].[H-].[Na+].[CH2:25](Br)[C:26]1[CH:31]=[CH:30][CH:29]=[CH:28][CH:27]=1. (6) Given the product [I:23][C:6]1[CH:11]=[C:10]([C:12]2[CH:17]=[CH:16][CH:15]=[C:14]([O:18][C:19]([F:22])([F:21])[F:20])[CH:13]=2)[CH:9]=[CH:8][N:7]=1, predict the reactants needed to synthesize it. The reactants are: C(Cl)(=O)C.Cl[C:6]1[CH:11]=[C:10]([C:12]2[CH:17]=[CH:16][CH:15]=[C:14]([O:18][C:19]([F:22])([F:21])[F:20])[CH:13]=2)[CH:9]=[CH:8][N:7]=1.[I-:23].[Na+].C(=O)([O-])[O-].[Na+].[Na+].S(S([O-])=O)([O-])(=O)=O.[Na+].[Na+]. (7) The reactants are: [F:1][C:2]1[CH:8]=[C:7]([N+:9]([O-:11])=[O:10])[CH:6]=[CH:5][C:3]=1[NH2:4].C([O-])([O-])=O.[K+].[K+].Br[CH2:19][CH2:20][C:21]12[CH2:30][CH:25]3[CH2:26][CH:27]([CH2:29][CH:23]([CH2:24]3)[CH2:22]1)[CH2:28]2. Given the product [C:21]12([CH2:20][CH2:19][NH:4][C:3]3[CH:5]=[CH:6][C:7]([N+:9]([O-:11])=[O:10])=[CH:8][C:2]=3[F:1])[CH2:22][CH:23]3[CH2:29][CH:27]([CH2:26][CH:25]([CH2:24]3)[CH2:30]1)[CH2:28]2, predict the reactants needed to synthesize it.